Task: Predict the reactants needed to synthesize the given product.. Dataset: Full USPTO retrosynthesis dataset with 1.9M reactions from patents (1976-2016) (1) The reactants are: [NH2:1][C:2]1[C:11]2[C:6](=[C:7](Br)[CH:8]=[CH:9][CH:10]=2)[N:5]=[N:4][C:3]=1[C:13]([NH:15][CH2:16][CH2:17][CH3:18])=[O:14].[NH:19]1[C:27]2[C:22](=[CH:23][C:24](B(O)O)=[CH:25][CH:26]=2)[CH:21]=[CH:20]1. Given the product [NH2:1][C:2]1[C:11]2[C:6](=[C:7]([C:24]3[CH:23]=[C:22]4[C:27](=[CH:26][CH:25]=3)[NH:19][CH:20]=[CH:21]4)[CH:8]=[CH:9][CH:10]=2)[N:5]=[N:4][C:3]=1[C:13]([NH:15][CH2:16][CH2:17][CH3:18])=[O:14], predict the reactants needed to synthesize it. (2) The reactants are: [CH:1]1([CH:7]([NH:22][C:23]2[CH:31]=[CH:30][C:26]([C:27]([OH:29])=O)=[CH:25][CH:24]=2)[C:8]2[CH:12]=[C:11]([C:13]3[CH:18]=[CH:17][C:16]([F:19])=[CH:15][C:14]=3[F:20])[O:10][C:9]=2[CH3:21])[CH2:6][CH2:5][CH2:4][CH2:3][CH2:2]1.[CH3:32][NH:33][CH2:34][CH2:35][C:36]([O:38]CC)=[O:37]. Given the product [CH:1]1([CH:7]([NH:22][C:23]2[CH:24]=[CH:25][C:26]([C:27]([N:33]([CH3:32])[CH2:34][CH2:35][C:36]([OH:38])=[O:37])=[O:29])=[CH:30][CH:31]=2)[C:8]2[CH:12]=[C:11]([C:13]3[CH:18]=[CH:17][C:16]([F:19])=[CH:15][C:14]=3[F:20])[O:10][C:9]=2[CH3:21])[CH2:2][CH2:3][CH2:4][CH2:5][CH2:6]1, predict the reactants needed to synthesize it. (3) Given the product [CH2:31]([O:30][C:28]([N:1]1[CH2:6][CH2:5][N:4]([C:20]([O:22][C:23]([CH3:24])([CH3:25])[CH3:26])=[O:21])[CH2:3][CH:2]1[C:7]([OH:9])=[O:8])=[O:29])[C:32]1[CH:37]=[CH:36][CH:35]=[CH:34][CH:33]=1, predict the reactants needed to synthesize it. The reactants are: [NH:1]1[CH2:6][CH2:5][NH:4][CH2:3][CH:2]1[C:7]([OH:9])=[O:8].[OH-].[Na+].[CH3:24][C:23]([O:22][C:20](O[C:20]([O:22][C:23]([CH3:26])([CH3:25])[CH3:24])=[O:21])=[O:21])([CH3:26])[CH3:25].Cl[C:28]([O:30][CH2:31][C:32]1[CH:37]=[CH:36][CH:35]=[CH:34][CH:33]=1)=[O:29].Cl. (4) Given the product [CH3:27][O:28][C:29]1[CH:30]=[C:31]([CH:34]=[CH:35][CH:36]=1)[CH2:32][N:11]1[CH2:12][CH2:13][N:8]([CH2:14][C:15]2[N:16]=[N:17][C:18]3[C:19](=[C:21]([NH2:26])[N:22]=[C:23]([NH2:25])[N:24]=3)[N:20]=2)[CH2:9][CH2:10]1, predict the reactants needed to synthesize it. The reactants are: OC(C(F)(F)F)=O.[N:8]1([CH2:14][C:15]2[N:16]=[N:17][C:18]3[C:19](=[C:21]([NH2:26])[N:22]=[C:23]([NH2:25])[N:24]=3)[N:20]=2)[CH2:13][CH2:12][NH:11][CH2:10][CH2:9]1.[CH3:27][O:28][C:29]1[CH:30]=[C:31]([CH:34]=[CH:35][CH:36]=1)[CH2:32]Cl.C(=O)([O-])[O-].[K+].[K+].CC#N.O. (5) The reactants are: [CH:1]([C:4]1[C:9]2[N:10]=[C:11]([NH2:13])[S:12][C:8]=2[C:7]([CH3:14])=[C:6]([S:15][C:16]#[N:17])[CH:5]=1)([CH3:3])[CH3:2].Cl[C:19]([O:21][CH3:22])=[O:20].O.CCOC(C)=O. Given the product [CH3:22][O:21][C:19]([NH:13][C:11]1[S:12][C:8]2[C:7]([CH3:14])=[C:6]([S:15][C:16]#[N:17])[CH:5]=[C:4]([CH:1]([CH3:3])[CH3:2])[C:9]=2[N:10]=1)=[O:20], predict the reactants needed to synthesize it. (6) Given the product [NH:20]([C:15]1[CH:16]=[CH:17][CH:18]=[CH:19][C:14]=1[C:6]1[CH:7]=[CH:8][CH:9]=[C:4]([C:1]([OH:3])=[O:2])[CH:5]=1)[C:21]([NH2:23])=[O:22], predict the reactants needed to synthesize it. The reactants are: [C:1]([C:4]1[CH:5]=[C:6](B(O)O)[CH:7]=[CH:8][CH:9]=1)([OH:3])=[O:2].Br[C:14]1[CH:19]=[CH:18][CH:17]=[CH:16][C:15]=1[NH:20][C:21]([NH2:23])=[O:22].C(=O)([O-])[O-].[Na+].[Na+].C1(C)C=CC=CC=1. (7) Given the product [N+:8]([C:5]1[CH:6]=[CH:7][C:2]([C:18]#[C:17][CH2:16][CH2:15][OH:19])=[C:3]([C:11]([F:14])([F:13])[F:12])[CH:4]=1)([O-:10])=[O:9], predict the reactants needed to synthesize it. The reactants are: Br[C:2]1[CH:7]=[CH:6][C:5]([N+:8]([O-:10])=[O:9])=[CH:4][C:3]=1[C:11]([F:14])([F:13])[F:12].[CH2:15]([OH:19])[CH2:16][C:17]#[CH:18].C(=O)([O-])[O-].[Cs+].[Cs+].[Cl-].[NH4+].